This data is from Catalyst prediction with 721,799 reactions and 888 catalyst types from USPTO. The task is: Predict which catalyst facilitates the given reaction. (1) Reactant: [Cl:1][C:2]1[C:26]2[O:25][C:9]3[C:10](=[O:24])[N:11]([C@@H:13]([CH2:17][CH:18]4[CH2:23][CH2:22][CH2:21][CH2:20][CH2:19]4)[C:14](O)=[O:15])[CH2:12][C:8]=3[CH2:7][C:6]=2[CH:5]=[CH:4][CH:3]=1.[NH2:27][C:28]1[S:29][CH:30]=[CH:31][N:32]=1.ON1C2C=CC=CC=2N=N1. Product: [Cl:1][C:2]1[C:26]2[O:25][C:9]3[C:10](=[O:24])[N:11]([C@@H:13]([CH2:17][CH:18]4[CH2:23][CH2:22][CH2:21][CH2:20][CH2:19]4)[C:14]([NH:27][C:28]4[S:29][CH:30]=[CH:31][N:32]=4)=[O:15])[CH2:12][C:8]=3[CH2:7][C:6]=2[CH:5]=[CH:4][CH:3]=1. The catalyst class is: 34. (2) Reactant: [C:1]([NH:4][C@@H:5]([CH2:9][S:10][C:11]([CH3:19])([C:13]1[CH:18]=[CH:17][CH:16]=[CH:15][CH:14]=1)[CH3:12])[C:6](O)=[O:7])(=[O:3])[CH3:2].Cl.C[N:22](C)CCCN=C=NCC.O.OC1C2N=NNC=2C=CC=1.C(N(CC)CC)C.[Cl-].[NH4+]. Product: [C:1]([NH:4][C@@H:5]([CH2:9][S:10][C:11]([C:13]1[CH:18]=[CH:17][CH:16]=[CH:15][CH:14]=1)([CH3:19])[CH3:12])[C:6]([NH2:22])=[O:7])(=[O:3])[CH3:2]. The catalyst class is: 42. (3) Reactant: [Cl:1][C:2]1[C:3]([OH:45])=[C:4]([S:9]([N:12]([CH2:21][C:22]2[CH:23]=[C:24]([CH:34]=[C:35]([O:37][C:38]3[CH:43]=[CH:42][C:41]([F:44])=[CH:40][CH:39]=3)[CH:36]=2)[CH2:25][NH:26]C(=O)OC(C)(C)C)[CH2:13][C:14]2[CH:19]=[CH:18][C:17]([F:20])=[CH:16][CH:15]=2)(=[O:11])=[O:10])[CH:5]=[C:6]([Cl:8])[CH:7]=1.C(O)(C(F)(F)F)=O. Product: [NH2:26][CH2:25][C:24]1[CH:23]=[C:22]([CH:36]=[C:35]([O:37][C:38]2[CH:39]=[CH:40][C:41]([F:44])=[CH:42][CH:43]=2)[CH:34]=1)[CH2:21][N:12]([CH2:13][C:14]1[CH:15]=[CH:16][C:17]([F:20])=[CH:18][CH:19]=1)[S:9]([C:4]1[CH:5]=[C:6]([Cl:8])[CH:7]=[C:2]([Cl:1])[C:3]=1[OH:45])(=[O:11])=[O:10]. The catalyst class is: 2. (4) Reactant: [Cl:1][C:2]1[CH:3]=[C:4]([C:10]2([C:35]([F:38])([F:37])[F:36])[O:14][N:13]=[C:12]([C:15]3[C:24]4[C:19](=[CH:20][CH:21]=[CH:22][CH:23]=4)[C:18]([C:25]([NH:27][CH2:28][C:29](=O)[C:30]([F:33])([F:32])[F:31])=[O:26])=[CH:17][CH:16]=3)[CH2:11]2)[CH:5]=[C:6]([Cl:9])[C:7]=1[F:8].[NH2:39][OH:40].Cl.CC([O-])=O.[K+]. Product: [Cl:1][C:2]1[CH:3]=[C:4]([C:10]2([C:35]([F:36])([F:37])[F:38])[O:14][N:13]=[C:12]([C:15]3[C:24]4[C:19](=[CH:20][CH:21]=[CH:22][CH:23]=4)[C:18]([C:25]([NH:27][CH2:28]/[C:29](=[N:39]\[OH:40])/[C:30]([F:33])([F:31])[F:32])=[O:26])=[CH:17][CH:16]=3)[CH2:11]2)[CH:5]=[C:6]([Cl:9])[C:7]=1[F:8]. The catalyst class is: 88. (5) Reactant: [OH:1][C:2]1[C:11]([CH3:12])=[C:10]2[C:5]([C:6](=[O:20])[C:7]([CH3:19])=[C:8]([CH:13]3[CH2:18][CH2:17][NH:16][CH2:15][CH2:14]3)[O:9]2)=[CH:4][CH:3]=1.Br[C:22]1[S:23][CH:24]=[CH:25][N:26]=1.N12CCCN=C1CCCCC2. Product: [OH:1][C:2]1[C:11]([CH3:12])=[C:10]2[C:5]([C:6](=[O:20])[C:7]([CH3:19])=[C:8]([CH:13]3[CH2:18][CH2:17][N:16]([C:22]4[S:23][CH:24]=[CH:25][N:26]=4)[CH2:15][CH2:14]3)[O:9]2)=[CH:4][CH:3]=1. The catalyst class is: 60. (6) Reactant: Br[C:2]1[N:6]([CH:7]([CH3:9])[CH3:8])[C:5]2[CH:10]([C:25]3[CH:30]=[CH:29][C:28]([Cl:31])=[CH:27][CH:26]=3)[N:11]([C:14]3[CH:15]=[C:16]([CH3:24])[C:17]4[N:21]=[N:20][N:19]([CH3:22])[C:18]=4[CH:23]=3)[C:12](=[O:13])[C:4]=2[N:3]=1.[CH3:32][O:33][C:34]1[CH:39]=[CH:38][C:37](B(O)O)=[CH:36][N:35]=1.C([O-])(O)=O.[Na+]. Product: [Cl:31][C:28]1[CH:29]=[CH:30][C:25]([CH:10]2[C:5]3[N:6]([CH:7]([CH3:9])[CH3:8])[C:2]([C:37]4[CH:36]=[N:35][C:34]([O:33][CH3:32])=[CH:39][CH:38]=4)=[N:3][C:4]=3[C:12](=[O:13])[N:11]2[C:14]2[CH:15]=[C:16]([CH3:24])[C:17]3[N:21]=[N:20][N:19]([CH3:22])[C:18]=3[CH:23]=2)=[CH:26][CH:27]=1. The catalyst class is: 25.